From a dataset of Catalyst prediction with 721,799 reactions and 888 catalyst types from USPTO. Predict which catalyst facilitates the given reaction. (1) Reactant: Br[C:2]1[N:6]([S:7]([C:10]2[CH:15]=[CH:14][CH:13]=[C:12]([Cl:16])[CH:11]=2)(=[O:9])=[O:8])[CH:5]=[C:4]([C:17]([O:19][CH3:20])=[O:18])[C:3]=1[CH3:21].[C:22]1(B(O)O)[CH:27]=[CH:26][CH:25]=[CH:24][CH:23]=1.C(=O)([O-])[O-].[Na+].[Na+]. Product: [Cl:16][C:12]1[CH:11]=[C:10]([S:7]([N:6]2[C:2]([C:22]3[CH:27]=[CH:26][CH:25]=[CH:24][CH:23]=3)=[C:3]([CH3:21])[C:4]([C:17]([O:19][CH3:20])=[O:18])=[CH:5]2)(=[O:9])=[O:8])[CH:15]=[CH:14][CH:13]=1. The catalyst class is: 104. (2) Reactant: [CH2:1]([CH:3]([N:6]1[C:10]2[CH:11]=[CH:12][C:13]([C:15](O)=[O:16])=[CH:14][C:9]=2[N:8]=[C:7]1[CH2:18][C:19]1[S:20][CH:21]=[CH:22][CH:23]=1)[CH2:4][CH3:5])[CH3:2].CN(C=O)C.C(Cl)(=O)C([Cl:32])=O. Product: [CH2:1]([CH:3]([N:6]1[C:10]2[CH:11]=[CH:12][C:13]([C:15]([Cl:32])=[O:16])=[CH:14][C:9]=2[N:8]=[C:7]1[CH2:18][C:19]1[S:20][CH:21]=[CH:22][CH:23]=1)[CH2:4][CH3:5])[CH3:2]. The catalyst class is: 4. (3) Reactant: [Cl:1][C:2]1[C:3]([CH2:14][N:15]2[CH2:20][CH2:19][NH:18][CH2:17][CH2:16]2)=[C:4]([N:8]2[CH2:13][CH2:12][O:11][CH2:10][CH2:9]2)[CH:5]=[CH:6][CH:7]=1.[C:21](=O)([O:30]N1C(=O)CCC1=O)[O:22][N:23]1[C:27](=[O:28])[CH2:26][CH2:25][C:24]1=[O:29].ClCCl.C(N(CC)C(C)C)(C)C. Product: [Cl:1][C:2]1[CH:7]=[CH:6][CH:5]=[C:4]([N:8]2[CH2:13][CH2:12][O:11][CH2:10][CH2:9]2)[C:3]=1[CH2:14][N:15]1[CH2:20][CH2:19][N:18]([C:21]([O:22][N:23]2[C:27](=[O:28])[CH2:26][CH2:25][C:24]2=[O:29])=[O:30])[CH2:17][CH2:16]1. The catalyst class is: 6.